From a dataset of Peptide-MHC class II binding affinity with 134,281 pairs from IEDB. Regression. Given a peptide amino acid sequence and an MHC pseudo amino acid sequence, predict their binding affinity value. This is MHC class II binding data. The peptide sequence is GADATAAAAFEQFLA. The MHC is DRB3_0101 with pseudo-sequence DRB3_0101. The binding affinity (normalized) is 0.438.